Dataset: Catalyst prediction with 721,799 reactions and 888 catalyst types from USPTO. Task: Predict which catalyst facilitates the given reaction. (1) Reactant: [C:1]1([C:7]2N=[CH:9][O:10][CH:11]=2)[CH:6]=[CH:5][CH:4]=[CH:3][CH:2]=1.C1(C#[C:19][C:20]([O:22][CH2:23][CH3:24])=[O:21])C=CC=CC=1. Product: [CH2:23]([O:22][C:20]([C:19]1[C:7]([C:1]2[CH:6]=[CH:5][CH:4]=[CH:3][CH:2]=2)=[CH:11][O:10][CH:9]=1)=[O:21])[CH3:24]. The catalyst class is: 13. (2) Reactant: [NH:1]1[CH2:6][CH2:5][O:4][CH2:3][CH2:2]1.[NH:7]1[CH:11]=[CH:10][CH:9]=[CH:8]1.[CH2:12]=O.[OH-].[Na+]. Product: [NH:7]1[CH:11]=[CH:10][CH:9]=[C:8]1[CH2:12][N:1]1[CH2:6][CH2:5][O:4][CH2:3][CH2:2]1. The catalyst class is: 15. (3) The catalyst class is: 9. Product: [CH3:36][C:37]1[N:38]=[C:39]([CH2:50][NH:52][C:7]([C:5]2[N:6]([CH2:28][C:23]#[C:24][CH3:25])[C:2]([Br:1])=[N:3][C:4]=2/[CH:10]=[CH:11]/[O:12][CH3:13])=[O:9])[C:40]2[C:45]([CH:46]=1)=[CH:44][CH:43]=[CH:42][CH:41]=2. Reactant: [Br:1][C:2]1[NH:6][C:5]([C:7]([OH:9])=O)=[C:4](/[CH:10]=[CH:11]/[O:12][CH3:13])[N:3]=1.CN(C(ON1N=N[C:24]2[CH:25]=CC=[CH:28][C:23]1=2)=[N+](C)C)C.[B-](F)(F)(F)F.[CH3:36][C:37]1[N:38]=[C:39](NC)[C:40]2[C:45]([CH:46]=1)=[CH:44][CH:43]=[CH:42][CH:41]=2.O.[CH2:50]([N:52](CC)CC)C. (4) Reactant: [Cl:1][C:2]1[CH:3]=[C:4]([C:9]2([C:26]([F:29])([F:28])[F:27])[O:13][CH:12]=[C:11]([C:14]3[CH:25]=[CH:24][C:17]4[C:18]5([CH2:23][NH:22][CH2:21]5)[O:19][CH2:20][C:16]=4[CH:15]=3)[CH2:10]2)[CH:5]=[C:6]([Cl:8])[CH:7]=1.CCN(C(C)C)C(C)C.[CH3:39][S:40]([CH2:43][C:44](O)=[O:45])(=[O:42])=[O:41].C(P1(=O)OP(CCC)(=O)OP(CCC)(=O)O1)CC. Product: [Cl:1][C:2]1[CH:3]=[C:4]([C:9]2([C:26]([F:28])([F:27])[F:29])[O:13][CH:12]=[C:11]([C:14]3[CH:25]=[CH:24][C:17]4[C:18]5([CH2:23][N:22]([C:44](=[O:45])[CH2:43][S:40]([CH3:39])(=[O:42])=[O:41])[CH2:21]5)[O:19][CH2:20][C:16]=4[CH:15]=3)[CH2:10]2)[CH:5]=[C:6]([Cl:8])[CH:7]=1. The catalyst class is: 1. (5) Reactant: [Cl:1][C:2]1[CH:40]=[CH:39][C:5]([CH2:6][NH:7][C:8]([C:10]2[C:11](=[O:38])[C:12]3[CH:26]=[C:25]([CH2:27][N:28]([CH2:30][C@H:31]([C:33]4[O:34][CH:35]=[CH:36][CH:37]=4)[OH:32])[CH3:29])[S:24][C:13]=3[N:14]([CH2:16][CH:17]3[CH2:21][O:20]C(C)(C)[O:18]3)[CH:15]=2)=[O:9])=[CH:4][CH:3]=1.Cl(O)(=O)(=O)=O.C([O-])(O)=O.[Na+]. Product: [Cl:1][C:2]1[CH:40]=[CH:39][C:5]([CH2:6][NH:7][C:8]([C:10]2[C:11](=[O:38])[C:12]3[CH:26]=[C:25]([CH2:27][N:28]([CH2:30][C@H:31]([C:33]4[O:34][CH:35]=[CH:36][CH:37]=4)[OH:32])[CH3:29])[S:24][C:13]=3[N:14]([CH2:16][CH:17]([OH:18])[CH2:21][OH:20])[CH:15]=2)=[O:9])=[CH:4][CH:3]=1. The catalyst class is: 1. (6) Reactant: [OH-].[Li+].C[O:4][C:5]([C:7]1[C:16]2[C:11](=[CH:12][CH:13]=[CH:14][CH:15]=2)[C:10]([C:17](=[O:37])[NH:18][C:19]2[C:24]([Cl:25])=[CH:23][C:22]([C:26]([F:35])([C:31]([F:34])([F:33])[F:32])[C:27]([F:30])([F:29])[F:28])=[CH:21][C:20]=2[Cl:36])=[CH:9][CH:8]=1)=[O:6]. Product: [Cl:25][C:24]1[CH:23]=[C:22]([C:26]([F:35])([C:27]([F:30])([F:28])[F:29])[C:31]([F:32])([F:33])[F:34])[CH:21]=[C:20]([Cl:36])[C:19]=1[NH:18][C:17]([C:10]1[C:11]2[C:16](=[CH:15][CH:14]=[CH:13][CH:12]=2)[C:7]([C:5]([OH:6])=[O:4])=[CH:8][CH:9]=1)=[O:37]. The catalyst class is: 30. (7) Reactant: [CH3:1][O:2][C:3]1[CH:4]=[C:5]2[C:10](=[CH:11][C:12]=1[O:13][CH3:14])[N:9]=[CH:8][CH:7]=[C:6]2[O:15][C:16]1[C:22]([CH3:23])=[CH:21][C:19]([NH2:20])=[C:18]([CH3:24])[CH:17]=1.C1(C)C=CC=CC=1.[CH2:32]([N:34]([CH2:37]C)[CH2:35]C)[CH3:33].ClC(Cl)([O:42][C:43](=O)[O:44]C(Cl)(Cl)Cl)Cl.CN(C)CCO. Product: [CH3:1][O:2][C:3]1[CH:4]=[C:5]2[C:10](=[CH:11][C:12]=1[O:13][CH3:14])[N:9]=[CH:8][CH:7]=[C:6]2[O:15][C:16]1[C:22]([CH3:23])=[CH:21][C:19]([NH:20][C:43](=[O:42])[O:44][CH2:33][CH2:32][N:34]([CH3:37])[CH3:35])=[C:18]([CH3:24])[CH:17]=1. The catalyst class is: 2. (8) Reactant: [Cl-].[Cl-].[Cl-].[Al+3].CN(C=O)C.[C:10](Cl)(=[O:17])[C:11]1[CH:16]=[CH:15][N:14]=[CH:13][CH:12]=1.[C:19]([NH:22][C:23]1[CH:28]=[CH:27][CH:26]=[CH:25][CH:24]=1)(=[O:21])[CH3:20]. Product: [N:14]1[CH:15]=[CH:16][C:11]([C:10]([C:26]2[CH:27]=[CH:28][C:23]([NH:22][C:19](=[O:21])[CH3:20])=[CH:24][CH:25]=2)=[O:17])=[CH:12][CH:13]=1. The catalyst class is: 4. (9) Reactant: [CH3:1][C:2]([Si:5](Cl)([CH3:7])[CH3:6])([CH3:4])[CH3:3].[OH:9][CH2:10][CH2:11][CH2:12][NH:13][C:14]1[CH:19]=[CH:18][C:17]([NH:20][S:21]([C:24]2[CH:29]=[CH:28][C:27]([NH:30][C:31](=[O:33])[CH3:32])=[CH:26][CH:25]=2)(=[O:23])=[O:22])=[CH:16][C:15]=1[N+:34]([O-:36])=[O:35].N1C=CN=C1. Product: [Si:5]([O:9][CH2:10][CH2:11][CH2:12][NH:13][C:14]1[CH:19]=[CH:18][C:17]([NH:20][S:21]([C:24]2[CH:29]=[CH:28][C:27]([NH:30][C:31](=[O:33])[CH3:32])=[CH:26][CH:25]=2)(=[O:22])=[O:23])=[CH:16][C:15]=1[N+:34]([O-:36])=[O:35])([C:2]([CH3:4])([CH3:3])[CH3:1])([CH3:7])[CH3:6]. The catalyst class is: 25.